Dataset: Reaction yield outcomes from USPTO patents with 853,638 reactions. Task: Predict the reaction yield, written as a fraction of the theoretical maximum amount of product (1.0 means a 100% yield; for example, 0.34 means a 34% yield). (1) The reactants are Br[C:2]1[CH:3]=[C:4]([NH:8][C:9](=[O:25])[C@@H:10]([NH:18][CH2:19][C:20]([O:22][CH2:23][CH3:24])=[O:21])[CH2:11][C:12]2[CH:17]=[CH:16][CH:15]=[CH:14][CH:13]=2)[CH:5]=[CH:6][CH:7]=1.[N:26]1[CH:31]=[C:30](B(O)O)[CH:29]=[N:28][CH:27]=1. No catalyst specified. The product is [O:25]=[C:9]([NH:8][C:4]1[CH:5]=[CH:6][CH:7]=[C:2]([C:30]2[CH:31]=[N:26][CH:27]=[N:28][CH:29]=2)[CH:3]=1)[C@@H:10]([NH:18][CH2:19][C:20]([O:22][CH2:23][CH3:24])=[O:21])[CH2:11][C:12]1[CH:17]=[CH:16][CH:15]=[CH:14][CH:13]=1. The yield is 0.410. (2) The yield is 0.470. The product is [CH:1]([N:4]1[C:8]2[C:9]([Br:14])=[C:10]([NH2:13])[CH:11]=[CH:12][C:7]=2[N:6]=[CH:5]1)([CH3:3])[CH3:2]. The catalyst is CC(O)=O. The reactants are [CH:1]([N:4]1[C:8]2[CH:9]=[C:10]([NH2:13])[CH:11]=[CH:12][C:7]=2[N:6]=[CH:5]1)([CH3:3])[CH3:2].[Br:14]Br.N.CO.C(Cl)Cl. (3) The reactants are C([O:3][C:4]([C@@H:6]1[CH2:10][CH:9]([S:11]([C:14]2[CH:19]=[CH:18][CH:17]=[CH:16][C:15]=2[Cl:20])(=[O:13])=[O:12])[CH2:8][C@H:7]1[CH2:21][O:22][C:23]1[CH:28]=[CH:27][C:26]([Cl:29])=[CH:25][CH:24]=1)=[O:5])C.CO.O.[OH-].[Li+]. The catalyst is O. The product is [Cl:20][C:15]1[CH:16]=[CH:17][CH:18]=[CH:19][C:14]=1[S:11]([CH:9]1[CH2:10][C@@H:6]([C:4]([OH:5])=[O:3])[C@H:7]([CH2:21][O:22][C:23]2[CH:24]=[CH:25][C:26]([Cl:29])=[CH:27][CH:28]=2)[CH2:8]1)(=[O:13])=[O:12]. The yield is 0.830. (4) The reactants are N.[OH:2][C@H:3]1[CH2:8][CH2:7][CH2:6][C@H:5]([C:9]#[N:10])[CH2:4]1. The catalyst is CO.[Ni]. The product is [NH2:10][CH2:9][C@H:5]1[CH2:6][CH2:7][CH2:8][C@H:3]([OH:2])[CH2:4]1. The yield is 0.790. (5) The reactants are [CH2:1]([N:8]1[CH:13]=[CH:12][C:11]([C:14]([O:16]CC2C=CC=CC=2)=[O:15])=[CH:10][C:9]1=[O:24])[C:2]1[CH:7]=[CH:6][CH:5]=[CH:4][CH:3]=1.[OH-].[Na+].Cl. The catalyst is CO.O. The product is [CH2:1]([N:8]1[CH:13]=[CH:12][C:11]([C:14]([OH:16])=[O:15])=[CH:10][C:9]1=[O:24])[C:2]1[CH:3]=[CH:4][CH:5]=[CH:6][CH:7]=1. The yield is 0.200. (6) The reactants are [Cl:1][C:2]1[CH:3]=[C:4]([C:8]2[C:12]([NH2:13])=[CH:11][NH:10][N:9]=2)[CH:5]=[CH:6][CH:7]=1.[N:14]1[N:18]2[CH:19]=[CH:20][CH:21]=[N:22][C:17]2=[C:16]([C:23](O)=[O:24])[CH:15]=1.C(N(CC)C(C)C)(C)C. The catalyst is CN(C)C1C=CN=CC=1.CN(C)C=O. The product is [Cl:1][C:2]1[CH:3]=[C:4]([C:8]2[C:12]([NH:13][C:23]([C:16]3[CH:15]=[N:14][N:18]4[CH:19]=[CH:20][CH:21]=[N:22][C:17]=34)=[O:24])=[CH:11][NH:10][N:9]=2)[CH:5]=[CH:6][CH:7]=1. The yield is 0.200.